Dataset: Forward reaction prediction with 1.9M reactions from USPTO patents (1976-2016). Task: Predict the product of the given reaction. (1) Given the reactants [CH:1]1[C:9]2[C:8]3[CH:10]=[CH:11][CH:12]=[CH:13][C:7]=3[O:6][C:5]=2[C:4](C2C=CC3C4C(=CC=CC=4)OC(=O)C=3C=2)=[CH:3][CH:2]=1.[C:29]([O:32][C:33](=O)[CH3:34])(=O)[CH3:30].[CH2:36]1[CH2:40]O[CH2:38][CH2:37]1, predict the reaction product. The product is: [CH:36]1[C:40]2[C:40]3[CH:36]=[CH:37][CH:38]=[CH:34][C:33]=3[O:32][C:29]=2[C:30]([C:12]2[CH:13]=[C:7]3[C:8]([C:9]4[C:5]([OH:6])=[CH:4][CH:3]=[CH:2][C:1]=4[C:36]3([C:40]3[CH:5]=[CH:9][CH:1]=[CH:2][CH:3]=3)[C:37]3[CH:10]=[CH:8][CH:7]=[CH:13][CH:38]=3)=[CH:10][CH:11]=2)=[CH:38][CH:37]=1. (2) Given the reactants CC(OI1(OC(C)=O)(OC(C)=O)OC(=O)C2C=CC=CC1=2)=O.[Cl:23][C:24]1[CH:25]=[CH:26][C:27]([O:47][CH2:48][C:49]2[CH:54]=[CH:53][CH:52]=[CH:51][CH:50]=2)=[C:28]([CH2:30][C:31]2[S:32][CH:33]=[C:34]([C:36]3[NH:40][C:39]4[CH:41]=[CH:42][CH:43]=[C:44]([CH2:45][OH:46])[C:38]=4[N:37]=3)[N:35]=2)[CH:29]=1.C(=O)([O-])O.[Na+].S([O-])([O-])(=O)=S.[Na+].[Na+], predict the reaction product. The product is: [Cl:23][C:24]1[CH:25]=[CH:26][C:27]([O:47][CH2:48][C:49]2[CH:50]=[CH:51][CH:52]=[CH:53][CH:54]=2)=[C:28]([CH2:30][C:31]2[S:32][CH:33]=[C:34]([C:36]3[NH:40][C:39]4[CH:41]=[CH:42][CH:43]=[C:44]([CH:45]=[O:46])[C:38]=4[N:37]=3)[N:35]=2)[CH:29]=1.